Dataset: Reaction yield outcomes from USPTO patents with 853,638 reactions. Task: Predict the reaction yield, written as a fraction of the theoretical maximum amount of product (1.0 means a 100% yield; for example, 0.34 means a 34% yield). (1) The reactants are [CH3:1][NH:2][C:3]([C:5]1[C:9]2[CH:10]=[C:11]([O:15][CH:16]([CH3:18])[CH3:17])[C:12]([NH2:14])=[CH:13][C:8]=2[O:7][C:6]=1[C:19]1[CH:24]=[CH:23][C:22]([F:25])=[CH:21][CH:20]=1)=[O:4].[CH2:26](N(CC)CC)C.COS(OC)(=O)=O.O. The catalyst is C(OCC)C. The product is [CH3:1][NH:2][C:3]([C:5]1[C:9]2[CH:10]=[C:11]([O:15][CH:16]([CH3:18])[CH3:17])[C:12]([NH:14][CH3:26])=[CH:13][C:8]=2[O:7][C:6]=1[C:19]1[CH:20]=[CH:21][C:22]([F:25])=[CH:23][CH:24]=1)=[O:4]. The yield is 0.560. (2) The reactants are N(C=CC=O)C1C=CC=CC=1.NC1C=CC=CC=1.[C:19]([CH2:21][C:22]([O:24][CH2:25][CH2:26][CH2:27][CH2:28][CH2:29][CH2:30][CH2:31][CH3:32])=[O:23])#[N:20].[C:33]([N:36]([C:50]1[CH:55]=[CH:54][CH:53]=[CH:52][CH:51]=1)/[CH:37]=[CH:38]/[CH:39]=C(\C#N)/C(OCCCC)=O)(=[O:35])[CH3:34]. The catalyst is C(OC(=O)C)(=O)C. The product is [C:33]([N:36]([C:50]1[CH:51]=[CH:52][CH:53]=[CH:54][CH:55]=1)/[CH:37]=[CH:38]/[CH:39]=[C:21](\[C:19]#[N:20])/[C:22]([O:24][CH2:25][CH2:26][CH2:27][CH2:28][CH2:29][CH2:30][CH2:31][CH3:32])=[O:23])(=[O:35])[CH3:34]. The yield is 0.790. (3) The reactants are C[O:2][C:3](=[O:26])[C:4]([NH:6][C:7]1[CH:12]=[C:11]([Cl:13])[C:10]([O:14][C:15]2[N:16]=[N:17][C:18]([Cl:24])=[C:19]([CH:21]([CH3:23])[CH3:22])[CH:20]=2)=[C:9]([Cl:25])[CH:8]=1)=[O:5].[OH-].[Na+]. The catalyst is CO. The product is [Cl:13][C:11]1[CH:12]=[C:7]([NH:6][C:4](=[O:5])[C:3]([OH:26])=[O:2])[CH:8]=[C:9]([Cl:25])[C:10]=1[O:14][C:15]1[N:16]=[N:17][C:18]([Cl:24])=[C:19]([CH:21]([CH3:23])[CH3:22])[CH:20]=1. The yield is 0.980. (4) The reactants are [Cl:1][C:2]1[CH:3]=[C:4]([C:8]2[N:9]=[C:10]([NH:17][C:18]3[CH:23]=[CH:22][C:21]([CH2:24][CH2:25][OH:26])=[CH:20][CH:19]=3)[C:11]3[CH2:16][CH2:15][CH2:14][C:12]=3[N:13]=2)[CH:5]=[CH:6][CH:7]=1.CC(OI1(OC(C)=O)(OC(C)=O)OC(=O)C2C=CC=CC1=2)=O. The product is [Cl:1][C:2]1[CH:3]=[C:4]([C:8]2[N:9]=[C:10]([NH:17][C:18]3[CH:19]=[CH:20][C:21]([CH2:24][CH:25]=[O:26])=[CH:22][CH:23]=3)[C:11]3[CH2:16][CH2:15][CH2:14][C:12]=3[N:13]=2)[CH:5]=[CH:6][CH:7]=1. The yield is 0.650. The catalyst is C(Cl)Cl. (5) The reactants are [CH3:1][O-:2].[Na+:3].[NH:4]1[CH:8]=[N:7][CH:6]=[N:5]1.C[OH:10]. The product is [NH:4]1[CH:8]=[N:7][C:6]([C:1]([O-:10])=[O:2])=[N:5]1.[Na+:3]. The yield is 0.980. No catalyst specified. (6) The reactants are [N+:1]([C:4]1[CH:9]=[CH:8][C:7](F)=[CH:6][CH:5]=1)([O-:3])=[O:2].[CH:11]1[C:16]([OH:17])=[CH:15][CH:14]=[C:13]([OH:18])[CH:12]=1.[OH-].[Na+]. The catalyst is CCO.O. The product is [N+:1]([C:4]1[CH:9]=[CH:8][C:7]([O:17][C:16]2[CH:11]=[CH:12][C:13]([OH:18])=[CH:14][CH:15]=2)=[CH:6][CH:5]=1)([O-:3])=[O:2]. The yield is 0.370. (7) The reactants are [Cl:1][C:2]1[CH:3]=[C:4]([CH:6]=[C:7]([F:9])[CH:8]=1)[NH2:5].Br.Br[CH:12]([C:14]1[CH:15]=[C:16]([C:31]([N:33]([CH3:35])[CH3:34])=[O:32])[CH:17]=[C:18]2[C:23]=1[O:22][C:21]([N:24]1[CH2:29][CH2:28][O:27][CH2:26][CH2:25]1)=[CH:20][C:19]2=[O:30])[CH3:13]. No catalyst specified. The product is [Cl:1][C:2]1[CH:3]=[C:4]([NH:5][CH:12]([C:14]2[CH:15]=[C:16]([C:31]([N:33]([CH3:35])[CH3:34])=[O:32])[CH:17]=[C:18]3[C:23]=2[O:22][C:21]([N:24]2[CH2:29][CH2:28][O:27][CH2:26][CH2:25]2)=[CH:20][C:19]3=[O:30])[CH3:13])[CH:6]=[C:7]([F:9])[CH:8]=1. The yield is 0.750. (8) The reactants are Cl.Cl.[CH3:3][C@H:4]1[C:12]2[C:11]([N:13]3[CH2:18][CH2:17][NH:16][CH2:15][C@@H:14]3[CH3:19])=[N:10][CH:9]=[N:8][C:7]=2[CH2:6][CH2:5]1.C(N([CH2:25][CH3:26])CC)C.[C:27]([O:31][C:32]([NH:34][C:35]([CH2:40][C:41]1[CH:46]=[CH:45][C:44](Cl)=C(F)C=1)(C)C(O)=O)=[O:33])([CH3:30])([CH3:29])[CH3:28].CN([C:52]([O:56]N1N=NC2C=CC=CC1=2)=[N+](C)C)C.[F:66][P-](F)(F)(F)(F)F.[CH2:73]([Cl:75])Cl. No catalyst specified. The product is [Cl:75][C:73]1[CH:44]=[CH:45][C:46]([CH2:41][CH:40]([C:52]([N:16]2[CH2:17][CH2:18][N:13]([C:11]3[C:12]4[C@H:4]([CH3:3])[CH2:5][CH2:6][C:7]=4[N:8]=[CH:9][N:10]=3)[C@@H:14]([CH3:19])[CH2:15]2)=[O:56])[CH2:35][NH:34][C:32](=[O:33])[O:31][C:27]([CH3:28])([CH3:29])[CH3:30])=[CH:26][C:25]=1[F:66]. The yield is 0.720. (9) The reactants are [C:1]1([CH2:7][C@H:8]([NH:16][C:17]([O:19][C:20]([CH3:23])([CH3:22])[CH3:21])=[O:18])[C:9](=[O:15])[CH2:10][CH2:11][C:12]([OH:14])=O)[CH:6]=[CH:5][CH:4]=[CH:3][CH:2]=1.Cl.[CH2:25]([O:32][C:33](=[O:39])[C@@H:34]1[CH2:38][CH2:37][CH2:36][NH:35]1)[C:26]1[CH:31]=[CH:30][CH:29]=[CH:28][CH:27]=1.O.ON1C2C=CC=CC=2N=N1.Cl.C(N=C=NCCCN(C)C)C.CCN(C(C)C)C(C)C. The catalyst is C(Cl)Cl. The product is [CH2:25]([O:32][C:33](=[O:39])[C@@H:34]1[CH2:38][CH2:37][CH2:36][N:35]1[C:12](=[O:14])[CH2:11][CH2:10][C:9](=[O:15])[C@@H:8]([NH:16][C:17]([O:19][C:20]([CH3:23])([CH3:22])[CH3:21])=[O:18])[CH2:7][C:1]1[CH:2]=[CH:3][CH:4]=[CH:5][CH:6]=1)[C:26]1[CH:27]=[CH:28][CH:29]=[CH:30][CH:31]=1. The yield is 0.810.